From a dataset of Full USPTO retrosynthesis dataset with 1.9M reactions from patents (1976-2016). Predict the reactants needed to synthesize the given product. (1) Given the product [C:1]1([S:7]([C:10]2[CH:11]=[C:12]([NH:18][NH2:19])[CH:13]=[CH:14][CH:15]=2)(=[O:9])=[O:8])[CH:6]=[CH:5][CH:4]=[CH:3][CH:2]=1, predict the reactants needed to synthesize it. The reactants are: [C:1]1([S:7]([C:10]2[CH:15]=[CH:14][CH:13]=[C:12](F)[CH:11]=2)(=[O:9])=[O:8])[CH:6]=[CH:5][CH:4]=[CH:3][CH:2]=1.O.[NH2:18][NH2:19].CS(C)=O. (2) Given the product [CH3:14][C:15]1[C:19](=[CH:7][C:5]2[CH:6]=[CH:1][CH:2]=[CH:3][C:4]=2[S:9]([O-:12])(=[O:11])=[O:10])[C:18](=[O:20])[N:17]([C:21]2[CH:26]=[CH:25][CH:24]=[CH:23][CH:22]=2)[N:16]=1.[Na+:13], predict the reactants needed to synthesize it. The reactants are: [CH:1]1[CH:6]=[C:5]([CH:7]=O)[C:4]([S:9]([O-:12])(=[O:11])=[O:10])=[CH:3][CH:2]=1.[Na+:13].[CH3:14][C:15]1[CH2:19][C:18](=[O:20])[N:17]([C:21]2[CH:26]=[CH:25][CH:24]=[CH:23][CH:22]=2)[N:16]=1.C(N(CC)CC)C. (3) Given the product [C:1]([C:5]1[CH:9]=[C:8]([CH2:10][CH2:11][C:12]2[CH:13]=[CH:14][CH:15]=[CH:16][CH:17]=2)[N:7]([CH2:21][C:22]2[CH:31]=[CH:30][C:25]([C:26]([O:28][CH3:29])=[O:27])=[CH:24][CH:23]=2)[N:6]=1)([CH3:4])([CH3:2])[CH3:3], predict the reactants needed to synthesize it. The reactants are: [C:1]([C:5]1[CH:9]=[C:8]([CH2:10][CH2:11][C:12]2[CH:17]=[CH:16][CH:15]=[CH:14][CH:13]=2)[NH:7][N:6]=1)([CH3:4])([CH3:3])[CH3:2].[H-].[Na+].Br[CH2:21][C:22]1[CH:31]=[CH:30][C:25]([C:26]([O:28][CH3:29])=[O:27])=[CH:24][CH:23]=1.Cl. (4) Given the product [Br:1][C:2]1[CH:3]=[C:4]([CH2:12][OH:13])[C:5]2[C:10]([CH:11]=1)=[CH:9][CH:8]=[CH:7][CH:6]=2, predict the reactants needed to synthesize it. The reactants are: [Br:1][C:2]1[CH:3]=[C:4]([C:12](OC)=[O:13])[C:5]2[C:10]([CH:11]=1)=[CH:9][CH:8]=[CH:7][CH:6]=2.[H-].C([Al+]CC(C)C)C(C)C. (5) Given the product [Cl:28][C:29]1[CH:30]=[C:31]([C:2]2[CH:3]=[CH:4][C:5]([C@@H:8]([N:10]3[CH2:15][CH2:14][C@@:13]([C:20]4[CH:25]=[CH:24][C:23]([F:26])=[CH:22][CH:21]=4)([CH2:16][CH2:17][CH2:18][OH:19])[O:12][C:11]3=[O:27])[CH3:9])=[CH:6][CH:7]=2)[CH:32]=[N:33][CH:34]=1, predict the reactants needed to synthesize it. The reactants are: Br[C:2]1[CH:7]=[CH:6][C:5]([C@@H:8]([N:10]2[CH2:15][CH2:14][C@@:13]([C:20]3[CH:25]=[CH:24][C:23]([F:26])=[CH:22][CH:21]=3)([CH2:16][CH2:17][CH2:18][OH:19])[O:12][C:11]2=[O:27])[CH3:9])=[CH:4][CH:3]=1.[Cl:28][C:29]1[CH:30]=[C:31](B(O)O)[CH:32]=[N:33][CH:34]=1. (6) Given the product [Cl:16][C:15]1[C:2]([Cl:1])=[CH:3][C:4]2[N:8]([CH2:20][C:21]([C:23]3[CH:28]=[CH:27][C:26]([O:29][CH3:30])=[CH:25][C:24]=3[O:31][CH3:32])=[O:22])[C:7]([CH2:9][C:10]([F:12])([F:13])[F:11])=[N:6][C:5]=2[CH:14]=1, predict the reactants needed to synthesize it. The reactants are: [Cl:1][C:2]1[C:15]([Cl:16])=[CH:14][C:5]2[NH:6][C:7]([CH2:9][C:10]([F:13])([F:12])[F:11])=[N:8][C:4]=2[CH:3]=1.[H-].[Na+].Br[CH2:20][C:21]([C:23]1[CH:28]=[CH:27][C:26]([O:29][CH3:30])=[CH:25][C:24]=1[O:31][CH3:32])=[O:22].